This data is from Reaction yield outcomes from USPTO patents with 853,638 reactions. The task is: Predict the reaction yield, written as a fraction of the theoretical maximum amount of product (1.0 means a 100% yield; for example, 0.34 means a 34% yield). (1) The reactants are [Br:1][C:2]1[CH:3]=[C:4]([CH:6]=[CH:7][CH:8]=1)[NH2:5].Cl.O1[CH2:14][CH2:13][NH:12]C1=O. The catalyst is C(OCC)C.O1CCOCC1. The product is [Br:1][C:2]1[CH:3]=[C:4]([NH:5][CH2:14][CH2:13][NH2:12])[CH:6]=[CH:7][CH:8]=1. The yield is 0.160. (2) The reactants are [N:1]1([C:7]([NH:9][C:10]2([C:16]([OH:18])=O)[CH2:15][CH2:14][CH2:13][CH2:12][CH2:11]2)=[O:8])[CH2:6][CH2:5][O:4][CH2:3][CH2:2]1.C(N(CC)CC)C.C(Cl)(=O)C(C)(C)C.[OH:33][C@H:34]1[CH2:39][CH2:38][CH2:37][CH2:36][C@@H:35]1[NH:40][C:41](=[O:50])[C@@H:42]([OH:49])[C@@H:43]([NH2:48])[CH2:44][CH2:45][CH2:46][CH3:47]. The catalyst is C(Cl)(Cl)Cl.O1CCCC1. The product is [OH:49][C@@H:42]([C@@H:43]([NH:48][C:16]([C:10]1([NH:9][C:7]([N:1]2[CH2:2][CH2:3][O:4][CH2:5][CH2:6]2)=[O:8])[CH2:11][CH2:12][CH2:13][CH2:14][CH2:15]1)=[O:18])[CH2:44][CH2:45][CH2:46][CH3:47])[C:41]([NH:40][C@H:35]1[CH2:36][CH2:37][CH2:38][CH2:39][C@@H:34]1[OH:33])=[O:50]. The yield is 0.940. (3) The reactants are C(=O)([O-])[O-].[K+].[K+].[Cl:7][C:8]1[CH:9]=[C:10]([S:14](Cl)(=[O:16])=[O:15])[CH:11]=[CH:12][CH:13]=1.O.Cl.[NH:20]1[CH2:25][CH2:24][C:23](=[O:26])[CH2:22][CH2:21]1.C(=O)(O)[O-].[Na+]. The catalyst is C(Cl)(Cl)Cl.O. The product is [Cl:7][C:8]1[CH:9]=[C:10]([S:14]([N:20]2[CH2:25][CH2:24][C:23](=[O:26])[CH2:22][CH2:21]2)(=[O:16])=[O:15])[CH:11]=[CH:12][CH:13]=1. The yield is 0.970. (4) The reactants are [Cl:1][C:2]1[S:6][C:5]([S:7](Cl)(=[O:9])=[O:8])=[CH:4][CH:3]=1.[C:11]([NH2:15])([CH3:14])([CH3:13])[CH3:12]. The catalyst is C1COCC1.C(OCC)C. The product is [C:11]([NH:15][S:7]([C:5]1[S:6][C:2]([Cl:1])=[CH:3][CH:4]=1)(=[O:9])=[O:8])([CH3:14])([CH3:13])[CH3:12]. The yield is 0.980. (5) The reactants are [C:1]([O:5][C:6]([N:8]1[CH2:12][CH2:11][CH2:10][CH:9]1[C:13]1[NH:14][C:15]([C:18]2[CH:23]=[CH:22][C:21]([C:24]3[CH:29]=[CH:28][C:27](Cl)=[CH:26][C:25]=3[C:31]#[N:32])=[CH:20][CH:19]=2)=[CH:16][N:17]=1)=[O:7])([CH3:4])([CH3:3])[CH3:2].[B:33]1([B:33]2[O:37][C:36]([CH3:39])([CH3:38])[C:35]([CH3:41])([CH3:40])[O:34]2)[O:37][C:36]([CH3:39])([CH3:38])[C:35]([CH3:41])([CH3:40])[O:34]1.CC(C1C=C(C(C)C)C(C2C=CC=CC=2P(C2CCCCC2)C2CCCCC2)=C(C(C)C)C=1)C.C([O-])(=O)C.[K+]. The catalyst is O1CCOCC1.C1C=CC(/C=C/C(/C=C/C2C=CC=CC=2)=O)=CC=1.C1C=CC(/C=C/C(/C=C/C2C=CC=CC=2)=O)=CC=1.C1C=CC(/C=C/C(/C=C/C2C=CC=CC=2)=O)=CC=1.[Pd].[Pd]. The product is [C:1]([O:5][C:6]([N:8]1[CH2:12][CH2:11][CH2:10][CH:9]1[C:13]1[NH:14][C:15]([C:18]2[CH:23]=[CH:22][C:21]([C:24]3[CH:29]=[CH:28][C:27]([B:33]4[O:37][C:36]([CH3:39])([CH3:38])[C:35]([CH3:41])([CH3:40])[O:34]4)=[CH:26][C:25]=3[C:31]#[N:32])=[CH:20][CH:19]=2)=[CH:16][N:17]=1)=[O:7])([CH3:4])([CH3:3])[CH3:2]. The yield is 0.780. (6) The reactants are [F:1][C:2]1[CH:3]=[C:4]([CH:7]=[CH:8][C:9]=1[N:10]1[CH2:15][CH2:14][N:13]([C:16]2[NH:17][C:18](=[O:26])[C:19]3[CH:24]=[N:23][N:22]([CH3:25])[C:20]=3[N:21]=2)[CH2:12][CH2:11]1)[C:5]#[N:6].[N-:27]=[N+:28]=[N-:29].[Na+].[Cl-].[NH4+]. The catalyst is CN(C=O)C. The product is [F:1][C:2]1[CH:3]=[C:4]([C:5]2[NH:29][N:28]=[N:27][N:6]=2)[CH:7]=[CH:8][C:9]=1[N:10]1[CH2:11][CH2:12][N:13]([C:16]2[NH:17][C:18](=[O:26])[C:19]3[CH:24]=[N:23][N:22]([CH3:25])[C:20]=3[N:21]=2)[CH2:14][CH2:15]1. The yield is 0.318. (7) The reactants are [Si]([O:8][C@@H:9]1[CH2:14][CH2:13][C@H:12]([O:15][C:16]2[C:21]([Cl:22])=[CH:20][C:19]([S:23]([N:26]([CH2:33][C:34]3[CH:39]=[CH:38][C:37]([O:40][CH3:41])=[CH:36][C:35]=3[O:42][CH3:43])[C:27]3[CH:32]=[CH:31][N:30]=[CH:29][N:28]=3)(=[O:25])=[O:24])=[C:18]([F:44])[CH:17]=2)[C@@H:11]([C:45]2[N:49]([CH3:50])[N:48]=[CH:47][CH:46]=2)[CH2:10]1)(C(C)(C)C)(C)C.[F-].C([N+](CCCC)(CCCC)CCCC)CCC. The catalyst is C1COCC1. The product is [Cl:22][C:21]1[C:16]([O:15][C@H:12]2[CH2:13][CH2:14][C@@H:9]([OH:8])[CH2:10][C@@H:11]2[C:45]2[N:49]([CH3:50])[N:48]=[CH:47][CH:46]=2)=[CH:17][C:18]([F:44])=[C:19]([S:23]([N:26]([CH2:33][C:34]2[CH:39]=[CH:38][C:37]([O:40][CH3:41])=[CH:36][C:35]=2[O:42][CH3:43])[C:27]2[CH:32]=[CH:31][N:30]=[CH:29][N:28]=2)(=[O:25])=[O:24])[CH:20]=1. The yield is 0.690. (8) The reactants are [N+:1]([C:4]1[CH:9]=[CH:8][N+:7]([O-])=[CH:6][C:5]=1[S:11][C:12]1[CH:17]=[CH:16][CH:15]=[CH:14][CH:13]=1)([O-])=O.O.[OH-].[Na+]. The catalyst is C(O)(=O)C.[Fe]. The product is [NH2:1][C:4]1[CH:9]=[CH:8][N:7]=[CH:6][C:5]=1[S:11][C:12]1[CH:17]=[CH:16][CH:15]=[CH:14][CH:13]=1. The yield is 0.900. (9) The reactants are [N+:1]([C:4]1[C:13]2[C:8](=[CH:9][CH:10]=[CH:11][CH:12]=2)[N+:7]([O-])=[CH:6][CH:5]=1)([O-:3])=[O:2].P(Br)(Br)([Br:17])=O.[OH-].[Na+]. The catalyst is C(Cl)(Cl)Cl.C(Cl)Cl. The product is [Br:17][C:6]1[CH:5]=[C:4]([N+:1]([O-:3])=[O:2])[C:13]2[C:8](=[CH:9][CH:10]=[CH:11][CH:12]=2)[N:7]=1. The yield is 0.500.